Dataset: Peptide-MHC class I binding affinity with 185,985 pairs from IEDB/IMGT. Task: Regression. Given a peptide amino acid sequence and an MHC pseudo amino acid sequence, predict their binding affinity value. This is MHC class I binding data. (1) The MHC is HLA-B53:01 with pseudo-sequence HLA-B53:01. The binding affinity (normalized) is 0. The peptide sequence is IEELREHLL. (2) The peptide sequence is VTDTNKFAHY. The MHC is HLA-A01:01 with pseudo-sequence HLA-A01:01. The binding affinity (normalized) is 0.823. (3) The peptide sequence is RVILAGPMPV. The MHC is HLA-A02:03 with pseudo-sequence HLA-A02:03. The binding affinity (normalized) is 0.811.